From a dataset of Peptide-MHC class II binding affinity with 134,281 pairs from IEDB. Regression. Given a peptide amino acid sequence and an MHC pseudo amino acid sequence, predict their binding affinity value. This is MHC class II binding data. (1) The peptide sequence is LSADQISTVQASFDKVK. The MHC is HLA-DPA10201-DPB10501 with pseudo-sequence HLA-DPA10201-DPB10501. The binding affinity (normalized) is 0.455. (2) The peptide sequence is SQDLELSWNLNCLQAY. The MHC is HLA-DQA10301-DQB10302 with pseudo-sequence HLA-DQA10301-DQB10302. The binding affinity (normalized) is 0.402. (3) The peptide sequence is GELQIVDKIDAAGKI. The MHC is DRB3_0202 with pseudo-sequence DRB3_0202. The binding affinity (normalized) is 0.206. (4) The peptide sequence is RELWWVFYAAD. The MHC is HLA-DPA10301-DPB10402 with pseudo-sequence HLA-DPA10301-DPB10402. The binding affinity (normalized) is 0.315.